This data is from Catalyst prediction with 721,799 reactions and 888 catalyst types from USPTO. The task is: Predict which catalyst facilitates the given reaction. (1) Reactant: [CH:1]([N:4]=[C:5]=[O:6])([CH3:3])[CH3:2].C(N(CC)CC)C.Cl.[OH:15][NH:16][CH2:17][CH2:18][CH2:19][CH2:20][N:21]1[C:33]2[C:32]3[CH:31]=[CH:30][CH:29]=[CH:28][C:27]=3[N:26]=[C:25]([NH2:34])[C:24]=2[N:23]=[C:22]1[CH2:35][CH2:36][CH3:37].[OH-].[Na+]. Product: [NH2:34][C:25]1[C:24]2[N:23]=[C:22]([CH2:35][CH2:36][CH3:37])[N:21]([CH2:20][CH2:19][CH2:18][CH2:17][N:16]([OH:15])[C:5]([NH:4][CH:1]([CH3:3])[CH3:2])=[O:6])[C:33]=2[C:32]2[CH:31]=[CH:30][CH:29]=[CH:28][C:27]=2[N:26]=1. The catalyst class is: 4. (2) Reactant: [CH3:1][C:2]1[CH:3]=[C:4]2[C:9](=[C:10]([CH3:12])[CH:11]=1)[O:8][C@@H:7]([C:13]([F:16])([F:15])[F:14])[C:6]([C:17]([OH:19])=[O:18])=[CH:5]2.C(OCC)(=O)C.CC(O)C.[CH3:30][C@H:31]([NH2:38])[C:32]1[CH:37]=[CH:36][CH:35]=[CH:34][CH:33]=1. Product: [C:32]1([C@@H:31]([NH2:38])[CH3:30])[CH:37]=[CH:36][CH:35]=[CH:34][CH:33]=1.[CH3:1][C:2]1[CH:3]=[C:4]2[C:9](=[C:10]([CH3:12])[CH:11]=1)[O:8][C@@H:7]([C:13]([F:16])([F:14])[F:15])[C:6]([C:17]([OH:19])=[O:18])=[CH:5]2. The catalyst class is: 81. (3) Reactant: [F:1][C:2]1[C:7]([C:8]2[CH:21]=[CH:20][C:19]3[O:18][C:17]4[C:12](=[CH:13][C:14]([OH:22])=[CH:15][CH:16]=4)[C@@:11]4([N:27]=[C:26]([NH:28][C:29](=[O:35])[O:30][C:31]([CH3:34])([CH3:33])[CH3:32])[CH2:25][O:24][CH2:23]4)[C:10]=3[CH:9]=2)=[CH:6][CH:5]=[CH:4][N:3]=1.[F:36][C:37]([F:56])([F:55])[S:38](N(C1C=CC=CC=1)[S:38]([C:37]([F:56])([F:55])[F:36])(=[O:40])=[O:39])(=[O:40])=[O:39].C(N(CC)CC)C. Product: [F:36][C:37]([F:56])([F:55])[S:38]([O:22][C:14]1[CH:13]=[C:12]2[C:17]([O:18][C:19]3[CH:20]=[CH:21][C:8]([C:7]4[C:2]([F:1])=[N:3][CH:4]=[CH:5][CH:6]=4)=[CH:9][C:10]=3[C@@:11]32[N:27]=[C:26]([NH:28][C:29]([O:30][C:31]([CH3:32])([CH3:34])[CH3:33])=[O:35])[CH2:25][O:24][CH2:23]3)=[CH:16][CH:15]=1)(=[O:40])=[O:39]. The catalyst class is: 2. (4) Reactant: [S:1]1[C:5]([C:6]2[CH:7]=[C:8]([OH:12])[CH:9]=[CH:10][CH:11]=2)=[CH:4][N:3]=[CH:2]1.[Cl:13][C:14]1[CH:15]=[C:16]([N+:21]([O-:23])=[O:22])[CH:17]=[CH:18][C:19]=1F.C(=O)([O-])[O-].[K+].[K+]. Product: [Cl:13][C:14]1[CH:15]=[C:16]([N+:21]([O-:23])=[O:22])[CH:17]=[CH:18][C:19]=1[O:12][C:8]1[CH:7]=[C:6]([C:5]2[S:1][CH:2]=[N:3][CH:4]=2)[CH:11]=[CH:10][CH:9]=1. The catalyst class is: 9. (5) Reactant: [N:1]1([C:16]([O:18][CH2:19][N:20]([C:35]2[CH:40]=[CH:39][C:38]([F:41])=[CH:37][C:36]=2[Cl:42])[S:21]([CH:24]2[CH2:29][CH2:28][CH2:27][CH:26]=[C:25]2[C:30]([O:32][CH2:33][CH3:34])=[O:31])(=[O:23])=[O:22])=[O:17])[CH2:5][CH2:4][CH2:3][C@H:2]1[C:6]([O:8]CC1C=CC=CC=1)=[O:7]. Product: [Cl:42][C:36]1[CH:37]=[C:38]([F:41])[CH:39]=[CH:40][C:35]=1[N:20]([CH2:19][O:18][C:16]([N:1]1[CH2:5][CH2:4][CH2:3][C@H:2]1[C:6]([OH:8])=[O:7])=[O:17])[S:21]([CH:24]1[CH2:29][CH2:28][CH2:27][CH:26]=[C:25]1[C:30]([O:32][CH2:33][CH3:34])=[O:31])(=[O:22])=[O:23]. The catalyst class is: 129. (6) Reactant: [Cl:1][C:2]1[C:9]([N:10]=[C:11]=S)=[CH:8][C:5]([C:6]#[N:7])=[C:4]([F:13])[CH:3]=1.[Cl:14][C:15]1[C:16]([N:24]2[CH2:29][CH2:28][CH:27]([C:30]([F:33])([F:32])[F:31])[CH2:26][CH2:25]2)=[CH:17][C:18]([NH:22][CH3:23])=[C:19]([CH:21]=1)[NH2:20].CC(C)N=C=NC(C)C. Product: [Cl:1][C:2]1[C:9]([NH:10][C:11]2[N:22]([CH3:23])[C:18]3[CH:17]=[C:16]([N:24]4[CH2:29][CH2:28][CH:27]([C:30]([F:32])([F:33])[F:31])[CH2:26][CH2:25]4)[C:15]([Cl:14])=[CH:21][C:19]=3[N:20]=2)=[CH:8][C:5]([C:6]#[N:7])=[C:4]([F:13])[CH:3]=1. The catalyst class is: 3. (7) Reactant: [C:1]([O:5][C:6]([NH:8][C@H:9]([CH2:14][C:15]([N:17]1[CH2:22][CH2:21][C:20](=[C:23]2[C:29]3[CH:30]=[CH:31][CH:32]=[CH:33][C:28]=3[CH:27]=[CH:26][C:25]3[CH:34]=[CH:35][CH:36]=[CH:37][C:24]2=3)[CH2:19][CH2:18]1)=[O:16])[C:10](OC)=[O:11])=[O:7])(C)(C)[CH3:2].Cl.C(OCC)(=O)C.C(OC(OCC)=O)(=O)OCC.C(N(CC)CC)C.[Cl-].[NH4+]. Product: [CH2:1]([O:5][C:6](=[O:7])[NH:8][C@@H:9]([CH2:10][OH:11])[CH2:14][C:15]([N:17]1[CH2:22][CH2:21][C:20](=[C:23]2[C:24]3[CH:37]=[CH:36][CH:35]=[CH:34][C:25]=3[CH:26]=[CH:27][C:28]3[CH:33]=[CH:32][CH:31]=[CH:30][C:29]2=3)[CH2:19][CH2:18]1)=[O:16])[CH3:2]. The catalyst class is: 13. (8) Reactant: Br[CH2:2][CH2:3][C:4]1[CH:9]=[CH:8][C:7]2[C:10]3[C:15]([NH:16][C:17]4[CH:22]=[CH:21][C:20]([O:23][CH2:24][C:25]5[CH:30]=[CH:29][CH:28]=[C:27]([F:31])[CH:26]=5)=[C:19]([Cl:32])[CH:18]=4)=[N:14][CH:13]=[N:12][C:11]=3[S:33][C:6]=2[CH:5]=1.[I-].[Na+].C(=O)([O-])[O-].[Na+].[Na+].[NH:42]1[CH:46]=[CH:45][N:44]=[CH:43]1. Product: [Cl:32][C:19]1[CH:18]=[C:17]([NH:16][C:15]2[C:10]3[C:7]4[CH:8]=[CH:9][C:4]([CH2:3][CH2:2][N:42]5[CH:46]=[CH:45][N:44]=[CH:43]5)=[CH:5][C:6]=4[S:33][C:11]=3[N:12]=[CH:13][N:14]=2)[CH:22]=[CH:21][C:20]=1[O:23][CH2:24][C:25]1[CH:30]=[CH:29][CH:28]=[C:27]([F:31])[CH:26]=1. The catalyst class is: 3. (9) Reactant: [F:1][C:2]1[CH:3]=[CH:4][CH:5]=[C:6]2[C:11]=1[C:10]([O:12][C@H:13]1[CH2:17][CH2:16][N:15]([C:18]([O:20][C:21]([CH3:24])([CH3:23])[CH3:22])=[O:19])[CH2:14]1)=[N:9][C:8]([C:25]([NH:27][NH2:28])=[NH:26])=[CH:7]2.C1N=CN([C:34](N2C=NC=C2)=[O:35])C=1. Product: [F:1][C:2]1[CH:3]=[CH:4][CH:5]=[C:6]2[C:11]=1[C:10]([O:12][C@H:13]1[CH2:17][CH2:16][N:15]([C:18]([O:20][C:21]([CH3:23])([CH3:24])[CH3:22])=[O:19])[CH2:14]1)=[N:9][C:8]([C:25]1[NH:26][C:34](=[O:35])[NH:28][N:27]=1)=[CH:7]2. The catalyst class is: 12.